Dataset: Peptide-MHC class I binding affinity with 185,985 pairs from IEDB/IMGT. Task: Regression. Given a peptide amino acid sequence and an MHC pseudo amino acid sequence, predict their binding affinity value. This is MHC class I binding data. (1) The peptide sequence is LLSPVRVPNY. The MHC is HLA-A01:01 with pseudo-sequence HLA-A01:01. The binding affinity (normalized) is 0.111. (2) The peptide sequence is RSLFNTIATLY. The MHC is HLA-B08:03 with pseudo-sequence HLA-B08:03. The binding affinity (normalized) is 0.0847. (3) The peptide sequence is PFMIDVQQW. The MHC is HLA-A01:01 with pseudo-sequence HLA-A01:01. The binding affinity (normalized) is 0.227. (4) The peptide sequence is NYPASLHKF. The MHC is HLA-A01:01 with pseudo-sequence HLA-A01:01. The binding affinity (normalized) is 0.0847. (5) The binding affinity (normalized) is 0.213. The peptide sequence is KRMMVRHCL. The MHC is HLA-C04:01 with pseudo-sequence HLA-C04:01. (6) The peptide sequence is IMANRAQVL. The MHC is HLA-B46:01 with pseudo-sequence HLA-B46:01. The binding affinity (normalized) is 0.0847.